This data is from Forward reaction prediction with 1.9M reactions from USPTO patents (1976-2016). The task is: Predict the product of the given reaction. (1) The product is: [NH2:13][C@H:3]1[C:2]([CH3:1])([CH3:31])[S:7][CH:6]2[CH2:8][CH2:9][CH2:10][CH2:11][N:5]2[C:4]1=[O:12]. Given the reactants [CH3:1][C:2]1([CH3:31])[S:7][CH:6]2[CH2:8][CH2:9][CH2:10][CH2:11][N:5]2[C:4](=[O:12])[C@H:3]1[NH:13]C(=O)OCC1C2C=CC=CC=2C2C1=CC=CC=2.N1CCCCC1, predict the reaction product. (2) The product is: [Cl:1][C:2]1[C:9]([F:10])=[CH:8][CH:7]=[C:6]([F:11])[C:3]=1[CH:4]=[N:18][OH:17]. Given the reactants [Cl:1][C:2]1[C:9]([F:10])=[CH:8][CH:7]=[C:6]([F:11])[C:3]=1[CH:4]=O.C([O-])(O)=O.[Na+].[OH2:17].[NH2:18]O.Cl, predict the reaction product. (3) Given the reactants [Cl:1][CH2:2][C:3]1[O:7][C:6]([C:8]([O:10][CH3:11])=[O:9])=[CH:5][CH:4]=1.[N-:12]=[N+]=[N-].[Na+], predict the reaction product. The product is: [ClH:1].[CH3:11][O:10][C:8]([C:6]1[O:7][C:3]([CH2:2][NH2:12])=[CH:4][CH:5]=1)=[O:9]. (4) Given the reactants [CH3:1][O:2][C:3]1[C:11]2[CH:10]=[C:9]([C:12]([OH:14])=O)[O:8][C:7]=2[CH:6]=[CH:5][CH:4]=1.[CH2:15]([NH2:18])[C:16]#[CH:17].CCN=C=NCCCN(C)C.C1C=CC2N(O)N=NC=2C=1, predict the reaction product. The product is: [CH2:15]([NH:18][C:12]([C:9]1[O:8][C:7]2[CH:6]=[CH:5][CH:4]=[C:3]([O:2][CH3:1])[C:11]=2[CH:10]=1)=[O:14])[C:16]#[CH:17]. (5) Given the reactants Cl[C:2]1[C:7](Cl)=[CH:6][CH:5]=[CH:4][C:3]=1[N:9]1[CH2:14][CH2:13][N:12]([CH2:15][CH2:16][CH2:17][CH2:18][O:19][C:20]2[N:25]=[C:24]3[NH:26][N:27]=[CH:28][C:23]3=[CH:22][CH:21]=2)[CH2:11][CH2:10]1.[C:29]1(N2CCNCC2)[C:38]2[C:29](=[CH:30][CH:31]=CC=2)[CH:38]=[CH:31][CH:30]=1, predict the reaction product. The product is: [C:3]1([N:9]2[CH2:14][CH2:13][N:12]([CH2:15][CH2:16][CH2:17][CH2:18][O:19][C:20]3[N:25]=[C:24]4[NH:26][N:27]=[CH:28][C:23]4=[CH:22][CH:21]=3)[CH2:11][CH2:10]2)[C:2]2[C:7](=[CH:38][CH:29]=[CH:30][CH:31]=2)[CH:6]=[CH:5][CH:4]=1. (6) Given the reactants [Cl:1][C:2]1[CH:3]=[C:4]([CH:19]=[C:20]([Cl:22])[CH:21]=1)[CH2:5][N:6]1[CH2:11][CH2:10][N:9](C(OC(C)(C)C)=O)[CH2:8][CH2:7]1.[ClH:23], predict the reaction product. The product is: [ClH:1].[ClH:23].[Cl:22][C:20]1[CH:19]=[C:4]([CH:3]=[C:2]([Cl:1])[CH:21]=1)[CH2:5][N:6]1[CH2:11][CH2:10][NH:9][CH2:8][CH2:7]1. (7) Given the reactants ClC1[CH:41]=[CH:40][C:5]([C:6]2[C:11]([C:12]3[CH:21]=[CH:20][C:19]4[C:14](=[CH:15][CH:16]=[C:17]([C:22]5[N:26]([CH:27]6[CH2:32][CH2:31][CH2:30][CH2:29][CH2:28]6)[C:25]6[CH:33]=[CH:34][C:35]([C:37]([OH:39])=[O:38])=[CH:36][C:24]=6[N:23]=5)[CH:18]=4)[N:13]=3)=[CH:10][CH:9]=[CH:8][CH:7]=2)=[CH:4][CH:3]=1.[N:42]1C=CC(B(O)O)=CC=1, predict the reaction product. The product is: [CH:27]1([N:26]2[C:25]3[CH:33]=[CH:34][C:35]([C:37]([OH:39])=[O:38])=[CH:36][C:24]=3[N:23]=[C:22]2[C:17]2[CH:16]=[C:15]3[C:14](=[CH:19][CH:18]=2)[N:13]=[C:12]([C:11]2[CH:10]=[CH:9][CH:8]=[CH:7][C:6]=2[C:5]2[CH:4]=[CH:3][N:42]=[CH:41][CH:40]=2)[CH:21]=[CH:20]3)[CH2:28][CH2:29][CH2:30][CH2:31][CH2:32]1. (8) Given the reactants [Cl:1][C:2]1[N:3]=[CH:4][C:5]([I:12])=[C:6]2[C:10]([CH3:11])=[CH:9][NH:8][C:7]=12.[H-].[Na+].O1CCC[CH2:16]1, predict the reaction product. The product is: [Cl:1][C:2]1[N:3]=[CH:4][C:5]([I:12])=[C:6]2[C:10]([CH3:11])=[CH:9][N:8]([CH3:16])[C:7]=12.